Dataset: Experimentally validated miRNA-target interactions with 360,000+ pairs, plus equal number of negative samples. Task: Binary Classification. Given a miRNA mature sequence and a target amino acid sequence, predict their likelihood of interaction. (1) The miRNA is hcmv-miR-US33-5p with sequence GAUUGUGCCCGGACCGUGGGCG. The protein sequence of the target gene is MEEKDSKPSETAAEAQRQPEPSSGGGSGGGSSPSDSDTGRRRALMLPEVLQAPGNHQHPHRITNFFIDNILRPEFGRRKDAGTCCAGAGGARGGEGGAGTTEGGGGGAGGAEQLLGARESRPNPACAPSAGGTLSAAAGDPAVDGEGGSKTLSLHGGAKKPGDPGGSLDGVLKARGLGGGDLSVSSDSDSSQASATLGAQPMLWPAWVYCTRYSDRPSSGPRSRKPKKKNPNKEDKRPRTAFTAEQLQRLKAEFQTNRYLTEQRRQSLAQELSLNESQIKIWFQNKRAKIKKATGNKNTL.... Result: 0 (no interaction). (2) The miRNA is hsa-miR-3622a-5p with sequence CAGGCACGGGAGCUCAGGUGAG. The protein sequence of the target gene is MGAPLAVALGALHYLALFLQLGGATRPAGHAPWDNHVSGHALFTETPHDMTARTGEDVEMACSFRGSGSPSYSLEIQWWYVRSHRDWTDKQAWASNQLKASQQEDAGKEATKISVVKVVGSNISHKLRLSRVKPTDEGTYECRVIDFSDGKARHHKVKAYLRVQPGENSVLHLPEAPPAAPAPPPPKPGKELRKRSVDQEACSL. Result: 0 (no interaction).